Predict the reactants needed to synthesize the given product. From a dataset of Full USPTO retrosynthesis dataset with 1.9M reactions from patents (1976-2016). (1) Given the product [F:28][C:24]1[CH:23]=[C:22]([C@@H:21]([OH:29])[C@@H:18]2[NH:17][C@H:16]([CH2:15][C:14]3[CH:13]=[CH:12][C:11]([NH:10][C:8](=[O:9])[CH:7]([C:5]4[N:6]=[CH:2][S:3][CH:4]=4)[CH3:46])=[CH:45][CH:44]=3)[CH2:20][CH2:19]2)[CH:27]=[CH:26][CH:25]=1, predict the reactants needed to synthesize it. The reactants are: N[C:2]1[S:3][CH:4]=[C:5]([CH:7]([CH3:46])[C:8]([NH:10][C:11]2[CH:45]=[CH:44][C:14]([CH2:15][C@@H:16]3[CH2:20][CH2:19][C@H:18]([C@H:21]([O:29][Si](C(C)(C)C)(C)C)[C:22]4[CH:27]=[CH:26][CH:25]=[C:24]([F:28])[CH:23]=4)[N:17]3C(OC(C)(C)C)=O)=[CH:13][CH:12]=2)=[O:9])[N:6]=1.Cl. (2) Given the product [CH3:1][C:2]1[CH:7]=[CH:6][CH:5]=[C:4]([CH3:8])[C:3]=1[NH:9][C:10]([CH2:12][N:14]1[CH2:19][CH2:18][NH:17][CH2:16][CH2:15]1)=[O:11], predict the reactants needed to synthesize it. The reactants are: [CH3:1][C:2]1[CH:7]=[CH:6][CH:5]=[C:4]([CH3:8])[C:3]=1[NH:9][C:10]([CH2:12]Cl)=[O:11].[NH:14]1[CH2:19][CH2:18][NH:17][CH2:16][CH2:15]1. (3) Given the product [Cl:20][C:21]1[CH:22]=[C:23]([N:27]2[C:31]([C:32]3[CH:37]=[CH:36][CH:35]=[C:34]([S:38][C:39]([F:41])([F:42])[F:40])[CH:33]=3)=[CH:30][C:29]([C:43]([N:45]3[CH2:50][CH2:49][N:48]([CH:17]=[O:19])[CH2:47][CH2:46]3)=[O:44])=[N:28]2)[CH:24]=[CH:25][CH:26]=1, predict the reactants needed to synthesize it. The reactants are: O=O.C(Cl)CCl.C1C=CC2N(O)N=NC=2C=1.[CH:17]([OH:19])=O.[Cl:20][C:21]1[CH:22]=[C:23]([N:27]2[C:31]([C:32]3[CH:37]=[CH:36][CH:35]=[C:34]([S:38][C:39]([F:42])([F:41])[F:40])[CH:33]=3)=[CH:30][C:29]([C:43]([N:45]3[CH2:50][CH2:49][NH:48][CH2:47][CH2:46]3)=[O:44])=[N:28]2)[CH:24]=[CH:25][CH:26]=1.ClC1C=C(N2C(C3C=CC=C(SC(F)(F)F)C=3)=CC(C(O)=O)=N2)C=CC=1.N1CCNCC1. (4) Given the product [NH:1]1[C:5]2[CH:6]=[CH:7][CH:8]=[CH:9][C:4]=2[N:3]=[C:2]1[C:10]1[CH:11]=[C:12]([N:17]2[C:18](=[O:19])[C:20]3[CH:25]=[CH:24][C:23]([C:26]4[CH:31]=[CH:30][C:29]([C:32]([F:35])([F:33])[F:34])=[CH:28][CH:27]=4)=[CH:22][C:21]=3[O:36][CH2:37]2)[CH:13]=[CH:14][C:15]=1[Cl:16], predict the reactants needed to synthesize it. The reactants are: [NH:1]1[C:5]2[CH:6]=[CH:7][CH:8]=[CH:9][C:4]=2[N:3]=[C:2]1[C:10]1[CH:11]=[C:12]([NH:17][C:18]([C:20]2[CH:25]=[CH:24][C:23]([C:26]3[CH:31]=[CH:30][C:29]([C:32]([F:35])([F:34])[F:33])=[CH:28][CH:27]=3)=[CH:22][C:21]=2[OH:36])=[O:19])[CH:13]=[CH:14][C:15]=1[Cl:16].[CH2:37]=O. (5) Given the product [C:10]([N:8]1[CH2:9][CH:6]([CH2:5][CH2:4][CH2:3][CH2:2][NH:1][C:27]([C:19]2[NH:18][C:26]3[CH:25]=[CH:24][N:23]=[CH:22][C:21]=3[CH:20]=2)=[O:28])[CH2:7]1)(=[O:11])[C:12]1[CH:13]=[CH:14][CH:15]=[CH:16][CH:17]=1, predict the reactants needed to synthesize it. The reactants are: [NH2:1][CH2:2][CH2:3][CH2:4][CH2:5][CH:6]1[CH2:9][N:8]([C:10]([C:12]2[CH:17]=[CH:16][CH:15]=[CH:14][CH:13]=2)=[O:11])[CH2:7]1.[NH:18]1[C:26]2[CH:25]=[CH:24][N:23]=[CH:22][C:21]=2[CH:20]=[C:19]1[C:27](O)=[O:28].CN(C(ON1N=NC2C=CC=NC1=2)=[N+](C)C)C.F[P-](F)(F)(F)(F)F.CCN(C(C)C)C(C)C. (6) Given the product [CH2:56]([O:63][C:64](=[O:72])[CH2:65][C@@H:66]([NH:71][C:34](=[O:35])[CH2:33][CH2:32][CH2:31][CH2:30][CH2:29][CH2:28][CH2:27][CH2:26][O:19][C:20]1[CH:25]=[CH:24][CH:23]=[CH:22][CH:21]=1)[CH2:67][N:68]([CH3:69])[CH3:70])[C:57]1[CH:62]=[CH:61][CH:60]=[CH:59][CH:58]=1, predict the reactants needed to synthesize it. The reactants are: C1(O)C=CC=CC=1.BrCCCCCCCCCO.[O:19]([CH2:26][CH2:27][CH2:28][CH2:29][CH2:30][CH2:31][CH2:32][CH2:33][CH2:34][OH:35])[C:20]1[CH:25]=[CH:24][CH:23]=[CH:22][CH:21]=1.O(CCCCCCCCC(O)=O)C1C=CC=CC=1.Cl.Cl.[CH2:56]([O:63][C:64](=[O:72])[CH2:65][C@@H:66]([NH2:71])[CH2:67][N:68]([CH3:70])[CH3:69])[C:57]1[CH:62]=[CH:61][CH:60]=[CH:59][CH:58]=1. (7) Given the product [CH2:7]([O:8][C:9]([N:13]([CH3:12])[CH:14]1[CH2:15][CH2:16][N:17]([C:20]([O:22][C:23]([CH3:25])([CH3:24])[CH3:26])=[O:21])[CH2:18][CH2:19]1)=[O:10])[C:4]1[CH:5]=[CH:6][CH:1]=[CH:2][CH:3]=1, predict the reactants needed to synthesize it. The reactants are: [CH:1]1[CH:6]=[CH:5][C:4]([CH2:7][O:8][C:9](Cl)=[O:10])=[CH:3][CH:2]=1.[CH3:12][NH:13][CH:14]1[CH2:19][CH2:18][N:17]([C:20]([O:22][C:23]([CH3:26])([CH3:25])[CH3:24])=[O:21])[CH2:16][CH2:15]1.C([O-])([O-])=O.[K+].[K+].